This data is from Full USPTO retrosynthesis dataset with 1.9M reactions from patents (1976-2016). The task is: Predict the reactants needed to synthesize the given product. (1) Given the product [C:36](=[N:49][C:9]1[C:17]2[CH:16]=[CH:15][O:14][C:13]=2[C:12]([C:18]2[C:19](=[O:35])[N:20]([CH3:34])[C:21](=[O:33])[C:22]=2[C:23]2[C:31]3[C:26](=[CH:27][CH:28]=[CH:29][CH:30]=3)[N:25]([CH3:32])[CH:24]=2)=[CH:11][CH:10]=1)([C:43]1[CH:44]=[CH:45][CH:46]=[CH:47][CH:48]=1)[C:37]1[CH:42]=[CH:41][CH:40]=[CH:39][CH:38]=1, predict the reactants needed to synthesize it. The reactants are: FC(S(O[C:9]1[C:17]2[CH:16]=[CH:15][O:14][C:13]=2[C:12]([C:18]2[C:19](=[O:35])[N:20]([CH3:34])[C:21](=[O:33])[C:22]=2[C:23]2[C:31]3[C:26](=[CH:27][CH:28]=[CH:29][CH:30]=3)[N:25]([CH3:32])[CH:24]=2)=[CH:11][CH:10]=1)(=O)=O)(F)F.[C:36](=[NH:49])([C:43]1[CH:48]=[CH:47][CH:46]=[CH:45][CH:44]=1)[C:37]1[CH:42]=[CH:41][CH:40]=[CH:39][CH:38]=1.C1(P(C2C=CC=CC=2)C2C=CC3C(=CC=CC=3)C=2C2C3C(=CC=CC=3)C=CC=2P(C2C=CC=CC=2)C2C=CC=CC=2)C=CC=CC=1.C(=O)([O-])[O-].[Cs+].[Cs+]. (2) Given the product [CH2:1]([O:3][CH:4]([S:26][CH2:27][CH3:28])[CH:5]1[CH2:9][C:8]([F:11])([F:10])[CH2:7][NH:6]1)[CH3:2], predict the reactants needed to synthesize it. The reactants are: [CH2:1]([O:3][CH:4]([S:26][CH2:27][CH3:28])[C@@H:5]1[CH2:9][C:8]([F:11])([F:10])[CH2:7][N:6]1C(=O)C1C=C(OC)C(O)=CC=1[N+]([O-])=O)[CH3:2].BrCCCBr.C([O-])([O-])=O.[K+].[K+].CCOC(C)=O.CCCCCC.